This data is from NCI-60 drug combinations with 297,098 pairs across 59 cell lines. The task is: Regression. Given two drug SMILES strings and cell line genomic features, predict the synergy score measuring deviation from expected non-interaction effect. (1) Drug 1: CC1C(C(=O)NC(C(=O)N2CCCC2C(=O)N(CC(=O)N(C(C(=O)O1)C(C)C)C)C)C(C)C)NC(=O)C3=C4C(=C(C=C3)C)OC5=C(C(=O)C(=C(C5=N4)C(=O)NC6C(OC(=O)C(N(C(=O)CN(C(=O)C7CCCN7C(=O)C(NC6=O)C(C)C)C)C)C(C)C)C)N)C. Drug 2: C(=O)(N)NO. Cell line: NCI-H322M. Synergy scores: CSS=3.02, Synergy_ZIP=-4.64, Synergy_Bliss=-0.464, Synergy_Loewe=-18.3, Synergy_HSA=-1.54. (2) Drug 1: CS(=O)(=O)OCCCCOS(=O)(=O)C. Drug 2: C1=NNC2=C1C(=O)NC=N2. Cell line: SK-OV-3. Synergy scores: CSS=5.54, Synergy_ZIP=-0.300, Synergy_Bliss=4.08, Synergy_Loewe=1.10, Synergy_HSA=1.83. (3) Drug 1: CCCS(=O)(=O)NC1=C(C(=C(C=C1)F)C(=O)C2=CNC3=C2C=C(C=N3)C4=CC=C(C=C4)Cl)F. Drug 2: CCCCCOC(=O)NC1=NC(=O)N(C=C1F)C2C(C(C(O2)C)O)O. Cell line: COLO 205. Synergy scores: CSS=28.5, Synergy_ZIP=-3.44, Synergy_Bliss=-6.64, Synergy_Loewe=-27.6, Synergy_HSA=-8.40. (4) Drug 1: C(CC(=O)O)C(=O)CN.Cl. Drug 2: C1CNP(=O)(OC1)N(CCCl)CCCl. Cell line: CAKI-1. Synergy scores: CSS=14.6, Synergy_ZIP=-4.30, Synergy_Bliss=-2.48, Synergy_Loewe=-2.92, Synergy_HSA=-3.26. (5) Drug 1: CC1CCC2CC(C(=CC=CC=CC(CC(C(=O)C(C(C(=CC(C(=O)CC(OC(=O)C3CCCCN3C(=O)C(=O)C1(O2)O)C(C)CC4CCC(C(C4)OC)O)C)C)O)OC)C)C)C)OC. Drug 2: COCCOC1=C(C=C2C(=C1)C(=NC=N2)NC3=CC=CC(=C3)C#C)OCCOC.Cl. Cell line: UACC-257. Synergy scores: CSS=-0.513, Synergy_ZIP=0.397, Synergy_Bliss=-0.336, Synergy_Loewe=-1.80, Synergy_HSA=-2.47.